Dataset: Full USPTO retrosynthesis dataset with 1.9M reactions from patents (1976-2016). Task: Predict the reactants needed to synthesize the given product. (1) Given the product [Br:1][C:2]1[CH:3]=[C:4]([O:9][CH2:21][O:22][CH2:23][CH2:24][O:25][CH3:26])[C:5]([Cl:8])=[N:6][CH:7]=1, predict the reactants needed to synthesize it. The reactants are: [Br:1][C:2]1[CH:3]=[C:4]([OH:9])[C:5]([Cl:8])=[N:6][CH:7]=1.ClCCCl.C(N(CC)CC)C.[CH3:21][O:22][CH2:23][CH2:24][O:25][CH2:26]Cl. (2) Given the product [CH2:13]([C:17]1[N:18]=[C:19]([CH3:49])[N:20]([C:39]2[CH:48]=[CH:47][C:46]3[C:41](=[CH:42][CH:43]=[CH:44][CH:45]=3)[CH:40]=2)[C:21](=[O:38])[C:22]=1[CH2:23][C:24]1[CH:25]=[CH:26][C:27]([C:30]2[CH:35]=[CH:34][CH:33]=[CH:32][C:31]=2[C:36]2[NH:3][C:4](=[O:7])[O:5][N:37]=2)=[CH:28][CH:29]=1)[CH2:14][CH2:15][CH3:16], predict the reactants needed to synthesize it. The reactants are: [Cl-].O[NH3+:3].[C:4](=[O:7])([O-])[OH:5].[Na+].CS(C)=O.[CH2:13]([C:17]1[N:18]=[C:19]([CH3:49])[N:20]([C:39]2[CH:48]=[CH:47][C:46]3[C:41](=[CH:42][CH:43]=[CH:44][CH:45]=3)[CH:40]=2)[C:21](=[O:38])[C:22]=1[CH2:23][C:24]1[CH:29]=[CH:28][C:27]([C:30]2[C:31]([C:36]#[N:37])=[CH:32][CH:33]=[CH:34][CH:35]=2)=[CH:26][CH:25]=1)[CH2:14][CH2:15][CH3:16]. (3) Given the product [Cl:17][C:18]1[S:22][N:21]=[C:20]([CH2:23][N:3]2[C:4]3[C:9](=[C:8]([C:11]([F:12])([F:14])[F:13])[C:7]([C:15]#[N:16])=[CH:6][CH:5]=3)[CH:10]=[C:2]2[CH3:1])[N:19]=1, predict the reactants needed to synthesize it. The reactants are: [CH3:1][C:2]1[NH:3][C:4]2[C:9]([CH:10]=1)=[C:8]([C:11]([F:14])([F:13])[F:12])[C:7]([C:15]#[N:16])=[CH:6][CH:5]=2.[Cl:17][C:18]1[S:22][N:21]=[C:20]([CH2:23]Cl)[N:19]=1. (4) Given the product [OH:1][CH2:2][C:3]1[CH:4]=[C:5]2[C:10](=[CH:11][CH:12]=1)[NH:9][CH2:8][CH2:7][CH2:6]2, predict the reactants needed to synthesize it. The reactants are: [OH:1][CH2:2][C:3]1[CH:4]=[C:5]2[C:10](=[CH:11][CH:12]=1)[N:9]=[CH:8][CH:7]=[CH:6]2. (5) Given the product [Cl:1][C:2]1[CH:23]=[C:22]([C:24]([NH:26][CH2:27][C:28]2[CH:33]=[CH:32][CH:31]=[C:30]([OH:34])[CH:29]=2)=[O:25])[CH:21]=[CH:20][C:3]=1[C:4]([NH:6][C@H:7]([C:17]([O:19][CH2:45][CH2:46][N:47]([CH3:49])[CH3:48])=[O:18])[CH2:8][NH:9][C:10]([C:12]1[S:13][CH:14]=[CH:15][CH:16]=1)=[O:11])=[O:5], predict the reactants needed to synthesize it. The reactants are: [Cl:1][C:2]1[CH:23]=[C:22]([C:24]([NH:26][CH2:27][C:28]2[CH:33]=[CH:32][CH:31]=[C:30]([OH:34])[CH:29]=2)=[O:25])[CH:21]=[CH:20][C:3]=1[C:4]([NH:6][C@H:7]([C:17]([OH:19])=[O:18])[CH2:8][NH:9][C:10]([C:12]1[S:13][CH:14]=[CH:15][CH:16]=1)=[O:11])=[O:5].C(=O)([O-])[O-].[K+].[K+].[I-].[K+].Cl.Cl[CH2:45][CH2:46][N:47]([CH3:49])[CH3:48]. (6) Given the product [C:9]([O:8][CH2:7][CH:2]1[CH2:3][CH2:4][CH:5]=[CH:6][O:1]1)(=[O:11])[CH3:10], predict the reactants needed to synthesize it. The reactants are: [O:1]1[CH:6]=[CH:5][CH2:4][CH2:3][CH:2]1[CH2:7][OH:8].[C:9](OC(=O)C)(=[O:11])[CH3:10].N1C=CC=CC=1. (7) The reactants are: [CH3:1][O:2][C:3]1[CH:22]=[C:21]([O:23][CH3:24])[CH:20]=[CH:19][C:4]=1[CH2:5][NH:6][C:7]1[S:8][C:9]([C:12](=O)[CH:13]=[CH:14][N:15](C)C)=[CH:10][N:11]=1.Cl.[Cl:26][C:27]1[CH:32]=[CH:31][CH:30]=[C:29]([Cl:33])[C:28]=1[NH:34]N.O.C([O-])(O)=O.[Na+]. Given the product [Cl:26][C:27]1[CH:32]=[CH:31][CH:30]=[C:29]([Cl:33])[C:28]=1[N:34]1[C:12]([C:9]2[S:8][C:7]([NH:6][CH2:5][C:4]3[CH:19]=[CH:20][C:21]([O:23][CH3:24])=[CH:22][C:3]=3[O:2][CH3:1])=[N:11][CH:10]=2)=[CH:13][CH:14]=[N:15]1, predict the reactants needed to synthesize it. (8) Given the product [ClH:55].[CH2:1]([N:3]1[C:7]2=[N:8][C:9]([CH2:53][CH3:54])=[C:10]([CH2:19][NH:20][C:21]([C:23]3[CH:28]=[CH:27][CH:26]=[C:25]([C:29]([NH:31][CH2:32][C:33]4[CH:34]=[C:35]([C:40]5[CH:45]=[CH:44][CH:43]=[C:42]([CH2:46][N:47]6[CH2:48][CH2:49][NH:50][CH2:51][CH2:52]6)[CH:41]=5)[C:36]([CH3:39])=[CH:37][CH:38]=4)=[O:30])[N:24]=3)=[O:22])[C:11]([NH:12][CH:13]3[CH2:18][CH2:17][O:16][CH2:15][CH2:14]3)=[C:6]2[CH:5]=[N:4]1)[CH3:2], predict the reactants needed to synthesize it. The reactants are: [CH2:1]([N:3]1[C:7]2=[N:8][C:9]([CH2:53][CH3:54])=[C:10]([CH2:19][NH:20][C:21]([C:23]3[CH:28]=[CH:27][CH:26]=[C:25]([C:29]([NH:31][CH2:32][C:33]4[CH:34]=[C:35]([C:40]5[CH:45]=[CH:44][CH:43]=[C:42]([CH2:46][N:47]6[CH2:52][CH2:51][NH:50][CH2:49][CH2:48]6)[CH:41]=5)[C:36]([CH3:39])=[CH:37][CH:38]=4)=[O:30])[N:24]=3)=[O:22])[C:11]([NH:12][CH:13]3[CH2:18][CH2:17][O:16][CH2:15][CH2:14]3)=[C:6]2[CH:5]=[N:4]1)[CH3:2].[ClH:55].